This data is from Catalyst prediction with 721,799 reactions and 888 catalyst types from USPTO. The task is: Predict which catalyst facilitates the given reaction. (1) Reactant: Br[C:2]1[CH:9]=[C:8]([F:10])[CH:7]=[CH:6][C:3]=1[CH:4]=[O:5].[F:11][C:12]([F:23])([F:22])[C:13]1[CH:18]=[CH:17][C:16](B(O)O)=[CH:15][CH:14]=1.C([O-])(=O)C.[K+].CCOC(C)=O. Product: [F:10][C:8]1[CH:9]=[C:2]([C:16]2[CH:17]=[CH:18][C:13]([C:12]([F:23])([F:22])[F:11])=[CH:14][CH:15]=2)[C:3]([CH:4]=[O:5])=[CH:6][CH:7]=1. The catalyst class is: 339. (2) Reactant: [CH3:1][N:2]([CH3:25])[C:3]([C:5]1[CH:14]=[C:13]2[C:8]([CH:9]=[C:10]([NH:16][C:17]3[CH:21]=[C:20]([CH3:22])[NH:19][N:18]=3)[N:11]=[C:12]2Cl)=[CH:7][C:6]=1[O:23][CH3:24])=[O:4]. Product: [CH3:1][N:2]([CH3:25])[C:3]([C:5]1[CH:14]=[C:13]2[C:8]([CH:9]=[C:10]([NH:16][C:17]3[CH:21]=[C:20]([CH3:22])[NH:19][N:18]=3)[N:11]=[C:12]2[O:23][CH:6]([CH3:7])[CH3:5])=[CH:7][C:6]=1[O:23][CH3:24])=[O:4]. The catalyst class is: 32. (3) Reactant: [Cl:1][C:2]1[CH:3]=[C:4]([C:9]([N:14]2[CH2:19][CH2:18][CH:17]([CH2:20][OH:21])[CH2:16][CH2:15]2)([CH3:13])[CH2:10][O:11][CH3:12])[CH:5]=[C:6]([Cl:8])[CH:7]=1.[CH:22]1([C:25]2[C:26](O)=[CH:27][C:28]([F:35])=[C:29]([CH:34]=2)[C:30]([O:32][CH3:33])=[O:31])[CH2:24][CH2:23]1.C1(P(C2C=CC=CC=2)C2C=CC=CC=2)C=CC=CC=1.N(C([O-])=O)=NC([O-])=O. Product: [CH:22]1([C:25]2[C:26]([O:21][CH2:20][CH:17]3[CH2:16][CH2:15][N:14]([C@@:9]([C:4]4[CH:3]=[C:2]([Cl:1])[CH:7]=[C:6]([Cl:8])[CH:5]=4)([CH3:13])[CH2:10][O:11][CH3:12])[CH2:19][CH2:18]3)=[CH:27][C:28]([F:35])=[C:29]([CH:34]=2)[C:30]([O:32][CH3:33])=[O:31])[CH2:23][CH2:24]1. The catalyst class is: 1. (4) Reactant: [N+:1]([C:4]1[CH:5]=[C:6]([O:13][CH:14]2[CH:19]3[CH2:20][CH2:21][N:16]([CH2:17][CH2:18]3)[CH2:15]2)[C:7]2[O:11][CH:10]=[CH:9][C:8]=2[CH:12]=1)([O-])=O.C1COCC1.NN. Product: [N:16]12[CH2:21][CH2:20][CH:19]([CH2:18][CH2:17]1)[CH:14]([O:13][C:6]1[C:7]3[O:11][CH:10]=[CH:9][C:8]=3[CH:12]=[C:4]([NH2:1])[CH:5]=1)[CH2:15]2. The catalyst class is: 171. (5) Reactant: [CH:1]1([C:4]2[O:8][N:7]=[C:6]([C:9]3[CH:14]=[CH:13][CH:12]=[CH:11][C:10]=3[O:15][C:16]([F:19])([F:18])[F:17])[C:5]=2[CH2:20][O:21][CH:22]2[CH2:28][CH:27]3[N:29]([C:30]4[S:31][C:32]5[CH:38]=[C:37]([C:39]([O:41]C)=[O:40])[CH:36]=[C:35]([F:43])[C:33]=5[N:34]=4)[CH:24]([CH2:25][CH2:26]3)[CH2:23]2)[CH2:3][CH2:2]1.C1COCC1.[OH-].[K+].CC(O)=O. Product: [CH:1]1([C:4]2[O:8][N:7]=[C:6]([C:9]3[CH:14]=[CH:13][CH:12]=[CH:11][C:10]=3[O:15][C:16]([F:19])([F:17])[F:18])[C:5]=2[CH2:20][O:21][CH:22]2[CH2:28][CH:27]3[N:29]([C:30]4[S:31][C:32]5[CH:38]=[C:37]([C:39]([OH:41])=[O:40])[CH:36]=[C:35]([F:43])[C:33]=5[N:34]=4)[CH:24]([CH2:25][CH2:26]3)[CH2:23]2)[CH2:3][CH2:2]1. The catalyst class is: 370.